From a dataset of NCI-60 drug combinations with 297,098 pairs across 59 cell lines. Regression. Given two drug SMILES strings and cell line genomic features, predict the synergy score measuring deviation from expected non-interaction effect. (1) Drug 1: COC1=C(C=C2C(=C1)N=CN=C2NC3=CC(=C(C=C3)F)Cl)OCCCN4CCOCC4. Drug 2: C1C(C(OC1N2C=NC3=C(N=C(N=C32)Cl)N)CO)O. Cell line: SF-295. Synergy scores: CSS=7.08, Synergy_ZIP=-0.689, Synergy_Bliss=1.25, Synergy_Loewe=2.40, Synergy_HSA=2.47. (2) Drug 1: CC1=C2C(C(=O)C3(C(CC4C(C3C(C(C2(C)C)(CC1OC(=O)C(C(C5=CC=CC=C5)NC(=O)OC(C)(C)C)O)O)OC(=O)C6=CC=CC=C6)(CO4)OC(=O)C)OC)C)OC. Drug 2: C1C(C(OC1N2C=C(C(=O)NC2=O)F)CO)O. Cell line: RXF 393. Synergy scores: CSS=27.1, Synergy_ZIP=-13.2, Synergy_Bliss=-14.5, Synergy_Loewe=-11.2, Synergy_HSA=-8.83. (3) Cell line: CAKI-1. Synergy scores: CSS=13.0, Synergy_ZIP=-8.68, Synergy_Bliss=-1.10, Synergy_Loewe=-4.94, Synergy_HSA=-0.896. Drug 1: CC(C1=C(C=CC(=C1Cl)F)Cl)OC2=C(N=CC(=C2)C3=CN(N=C3)C4CCNCC4)N. Drug 2: C1=NC2=C(N=C(N=C2N1C3C(C(C(O3)CO)O)O)F)N. (4) Drug 1: C1=CC(=CC=C1CCCC(=O)O)N(CCCl)CCCl. Drug 2: CC1CCC2CC(C(=CC=CC=CC(CC(C(=O)C(C(C(=CC(C(=O)CC(OC(=O)C3CCCCN3C(=O)C(=O)C1(O2)O)C(C)CC4CCC(C(C4)OC)O)C)C)O)OC)C)C)C)OC. Cell line: SK-MEL-5. Synergy scores: CSS=40.9, Synergy_ZIP=-11.0, Synergy_Bliss=-5.19, Synergy_Loewe=-2.87, Synergy_HSA=-1.07. (5) Drug 1: CN(C)C1=NC(=NC(=N1)N(C)C)N(C)C. Drug 2: C(CCl)NC(=O)N(CCCl)N=O. Cell line: A498. Synergy scores: CSS=-4.35, Synergy_ZIP=2.31, Synergy_Bliss=1.92, Synergy_Loewe=-3.81, Synergy_HSA=-3.20. (6) Drug 1: C1=CN(C(=O)N=C1N)C2C(C(C(O2)CO)O)O.Cl. Drug 2: CCCCCOC(=O)NC1=NC(=O)N(C=C1F)C2C(C(C(O2)C)O)O. Cell line: SF-295. Synergy scores: CSS=4.84, Synergy_ZIP=1.01, Synergy_Bliss=8.14, Synergy_Loewe=-1.85, Synergy_HSA=1.76. (7) Drug 1: COC1=CC(=CC(=C1O)OC)C2C3C(COC3=O)C(C4=CC5=C(C=C24)OCO5)OC6C(C(C7C(O6)COC(O7)C8=CC=CS8)O)O. Drug 2: CS(=O)(=O)OCCCCOS(=O)(=O)C. Cell line: HT29. Synergy scores: CSS=39.3, Synergy_ZIP=0.638, Synergy_Bliss=4.80, Synergy_Loewe=-20.8, Synergy_HSA=3.39. (8) Drug 1: C1CCC(CC1)NC(=O)N(CCCl)N=O. Drug 2: CC(C)NC(=O)C1=CC=C(C=C1)CNNC.Cl. Cell line: HOP-62. Synergy scores: CSS=11.7, Synergy_ZIP=-0.843, Synergy_Bliss=5.47, Synergy_Loewe=-2.54, Synergy_HSA=1.84.